This data is from Reaction yield outcomes from USPTO patents with 853,638 reactions. The task is: Predict the reaction yield, written as a fraction of the theoretical maximum amount of product (1.0 means a 100% yield; for example, 0.34 means a 34% yield). (1) The reactants are Cl.[Cl:2][CH2:3][C:4]1[CH:5]=[N:6][CH:7]=[CH:8][CH:9]=1.C([O-])([O-])=O.[K+].[K+].[CH:16]1[CH:21]=[CH:20][C:19]([P:22]([C:29]2[CH:34]=[CH:33][CH:32]=[CH:31][CH:30]=2)[C:23]2[CH:28]=[CH:27][CH:26]=[CH:25][CH:24]=2)=[CH:18][CH:17]=1. The catalyst is O.C1(C)C(C)=CC=CC=1. The product is [Cl-:2].[N:6]1[CH:7]=[CH:8][CH:9]=[C:4]([CH2:3][P+:22]([C:23]2[CH:24]=[CH:25][CH:26]=[CH:27][CH:28]=2)([C:29]2[CH:34]=[CH:33][CH:32]=[CH:31][CH:30]=2)[C:19]2[CH:18]=[CH:17][CH:16]=[CH:21][CH:20]=2)[CH:5]=1. The yield is 0.480. (2) The reactants are [CH:1]1([CH2:6][CH:7]([C:11]2[CH:16]=[CH:15][C:14]([Cl:17])=[C:13]([Cl:18])[CH:12]=2)[C:8]([OH:10])=O)[CH2:5][CH2:4][CH2:3][CH2:2]1.C(Cl)(=O)C(Cl)=O.[CH2:25]([O:32][C:33]1[CH:34]=[CH:35][C:36]([NH2:39])=[N:37][CH:38]=1)[C:26]1[CH:31]=[CH:30][CH:29]=[CH:28][CH:27]=1.C(N(CC)C(C)C)(C)C. The catalyst is C(Cl)Cl.CN(C)C=O. The product is [CH2:25]([O:32][C:33]1[CH:34]=[CH:35][C:36]([NH:39][C:8](=[O:10])[CH:7]([C:11]2[CH:16]=[CH:15][C:14]([Cl:17])=[C:13]([Cl:18])[CH:12]=2)[CH2:6][CH:1]2[CH2:2][CH2:3][CH2:4][CH2:5]2)=[N:37][CH:38]=1)[C:26]1[CH:27]=[CH:28][CH:29]=[CH:30][CH:31]=1. The yield is 0.500. (3) The reactants are C[C:2]1[C:10]2[N:9]=[C:8]([C:11]([F:14])([F:13])[F:12])[N:7]([C:15]3[CH:20]=[N:19][C:18]([NH:21][C:22](=[O:31])[C:23]4[C:28]([F:29])=[CH:27][CH:26]=[CH:25][C:24]=4[F:30])=[CH:17][N:16]=3)[C:6]=2[CH:5]=[CH:4][C:3]=1[C:32](O)=[O:33].C(Cl)(=O)C(Cl)=O.CCN(CC)CC.[CH2:48]([O:50][CH:51]([O:54][CH2:55][CH3:56])[CH2:52][NH2:53])[CH3:49]. The catalyst is C(Cl)Cl.CN(C=O)C. The product is [CH2:48]([O:50][CH:51]([O:54][CH2:55][CH3:56])[CH2:52][NH:53][C:32]([C:3]1[CH:4]=[CH:5][C:6]2[N:7]([C:15]3[CH:20]=[N:19][C:18]([NH:21][C:22](=[O:31])[C:23]4[C:28]([F:29])=[CH:27][CH:26]=[CH:25][C:24]=4[F:30])=[CH:17][N:16]=3)[C:8]([C:11]([F:14])([F:13])[F:12])=[N:9][C:10]=2[CH:2]=1)=[O:33])[CH3:49]. The yield is 0.640.